Dataset: Full USPTO retrosynthesis dataset with 1.9M reactions from patents (1976-2016). Task: Predict the reactants needed to synthesize the given product. (1) Given the product [Br:17][C:18]1[CH:19]=[CH:20][C:21]([S:24]([CH:27]2[CH2:32][CH2:31][N:30]([C:1]([O:10][C:11]([CH3:12])([CH3:13])[CH3:14])=[O:15])[CH2:29][CH2:28]2)(=[O:25])=[O:26])=[CH:22][CH:23]=1, predict the reactants needed to synthesize it. The reactants are: [C:1](=[O:15])([O:10][C:11]([CH3:14])([CH3:13])[CH3:12])O[C:1]([O:10][C:11]([CH3:14])([CH3:13])[CH3:12])=[O:15].Cl.[Br:17][C:18]1[CH:23]=[CH:22][C:21]([S:24]([CH:27]2[CH2:32][CH2:31][NH:30][CH2:29][CH2:28]2)(=[O:26])=[O:25])=[CH:20][CH:19]=1.CCN(CC)CC. (2) Given the product [CH:8]1([NH:7][C:5](=[O:6])[C:4]2[CH:11]=[CH:12][C:13]([CH3:14])=[C:2]([C:30]3[CH:31]=[C:32]4[C:27](=[CH:28][CH:29]=3)[N:26]=[C:25]([NH:24][CH2:23][CH2:22][N:19]3[CH2:20][CH2:21][O:16][CH2:17][CH2:18]3)[N:34]=[CH:33]4)[C:3]=2[F:15])[CH2:10][CH2:9]1, predict the reactants needed to synthesize it. The reactants are: Br[C:2]1[C:3]([F:15])=[C:4]([CH:11]=[CH:12][C:13]=1[CH3:14])[C:5]([NH:7][CH:8]1[CH2:10][CH2:9]1)=[O:6].[O:16]1[CH2:21][CH2:20][N:19]([CH2:22][CH2:23][NH:24][C:25]2[N:34]=[CH:33][C:32]3[C:27](=[CH:28][CH:29]=[C:30](B4OC(C)(C)C(C)(C)O4)[CH:31]=3)[N:26]=2)[CH2:18][CH2:17]1. (3) The reactants are: [CH3:1][O:2][C:3]1[CH:22]=[CH:21][C:6]([CH2:7][C@@H:8]2[C:12]3=[N:13][C:14]4[CH:19]=[CH:18][CH:17]=[CH:16][C:15]=4[N:11]3[C:10](=[O:20])[NH:9]2)=[CH:5][CH:4]=1.[Cl:23][C:24]1[CH:29]=[CH:28][CH:27]=[CH:26][C:25]=1[CH2:30][NH2:31].C(O)(C(F)(F)F)=O. Given the product [NH:11]1[C:19]2[CH:18]=[CH:17][CH:16]=[CH:15][C:14]=2[N:13]=[C:12]1[C@H:8]([NH:9][C:10]([NH:31][CH2:30][C:25]1[CH:26]=[CH:27][CH:28]=[CH:29][C:24]=1[Cl:23])=[O:20])[CH2:7][C:6]1[CH:21]=[CH:22][C:3]([O:2][CH3:1])=[CH:4][CH:5]=1, predict the reactants needed to synthesize it. (4) Given the product [CH:32]12[CH2:37][CH:29]([CH:30]=[CH:31]1)[CH2:28][CH:33]2[C:34]([O:36][C:1]([CH3:8])([CH3:6])[CH3:2])=[O:35], predict the reactants needed to synthesize it. The reactants are: [CH:1]12[CH2:8][CH2:8][CH:1]([CH:6]=[CH:6]1)[CH2:2][C:2]2(CO)CO.C12CC(C=C1)CC2(CO)CO.ON=C([CH:28]1[CH:33]([C:34]([OH:36])=[O:35])[CH:32]2[CH2:37][CH:29]1[CH:30]=[CH:31]2)O. (5) Given the product [NH3:13].[OH:6][C:7]1[CH:8]=[C:9]([CH:37]=[CH:38][CH:39]=1)[O:10][C@@H:11]1[CH2:15][CH2:14][N:13]([C:16]([CH3:36])([CH3:35])[CH2:17][CH2:18][C:19]([C:29]2[CH:30]=[CH:31][CH:32]=[CH:33][CH:34]=2)([C:23]2[CH:24]=[CH:25][CH:26]=[CH:27][CH:28]=2)[C:20]([NH2:22])=[O:21])[CH2:12]1, predict the reactants needed to synthesize it. The reactants are: B(Br)(Br)Br.C[O:6][C:7]1[CH:8]=[C:9]([CH:37]=[CH:38][CH:39]=1)[O:10][C@@H:11]1[CH2:15][CH2:14][N:13]([C:16]([CH3:36])([CH3:35])[CH2:17][CH2:18][C:19]([C:29]2[CH:34]=[CH:33][CH:32]=[CH:31][CH:30]=2)([C:23]2[CH:28]=[CH:27][CH:26]=[CH:25][CH:24]=2)[C:20]([NH2:22])=[O:21])[CH2:12]1.C([O-])=O.[NH4+]. (6) Given the product [Cl:35][C:4]1[C:3]2[S:20][C:19](=[O:21])[NH:1][C:2]=2[N:7]=[C:6]([S:8][CH2:9][C:10]2[CH:15]=[CH:14][CH:13]=[C:12]([F:16])[C:11]=2[F:17])[N:5]=1, predict the reactants needed to synthesize it. The reactants are: [NH2:1][C:2]1[C:3]2[S:20][C:19](=[O:21])O[C:4]=2[N:5]=[C:6]([S:8][CH2:9][C:10]2[CH:15]=[CH:14][CH:13]=[C:12]([F:16])[C:11]=2[F:17])[N:7]=1.C(N(CC)C1C=CC=CC=1)C.P(Cl)(Cl)([Cl:35])=O.O. (7) Given the product [OH:4][CH2:3][CH2:2][S:5][C:6]1[N:7]([CH3:11])[CH:8]=[CH:9][N:10]=1, predict the reactants needed to synthesize it. The reactants are: Cl[CH2:2][CH2:3][OH:4].[SH:5][C:6]1[N:7]([CH3:11])[CH:8]=[CH:9][N:10]=1. (8) Given the product [CH3:9][C:6]1([N:5]2[CH2:10][C:11]3([CH2:16][CH2:15][N:14]([C:17]([O:19][C:20]([CH3:23])([CH3:22])[CH3:21])=[O:18])[CH2:13][CH2:12]3)[O:24][CH2:2][C:3]2=[O:4])[CH2:8][CH2:7]1, predict the reactants needed to synthesize it. The reactants are: Cl[CH2:2][C:3]([N:5]([CH2:10][C:11]1([OH:24])[CH2:16][CH2:15][N:14]([C:17]([O:19][C:20]([CH3:23])([CH3:22])[CH3:21])=[O:18])[CH2:13][CH2:12]1)[C:6]1([CH3:9])[CH2:8][CH2:7]1)=[O:4].[H-].[Na+].